Task: Predict the product of the given reaction.. Dataset: Forward reaction prediction with 1.9M reactions from USPTO patents (1976-2016) (1) Given the reactants [CH2:1]([C:4]([CH2:15][CH:16]=[CH2:17])([C:10](OCC)=[O:11])[C:5](OCC)=[O:6])[CH:2]=[CH2:3].[H-].[Al+3].[Li+].[H-].[H-].[H-].[Cl-].[NH4+].[OH-].[Na+], predict the reaction product. The product is: [OH:6][CH2:5][C:4]([CH2:10][OH:11])([CH2:15][CH:16]=[CH2:17])[CH2:1][CH:2]=[CH2:3]. (2) Given the reactants [CH3:1][C:2]1([CH3:12])[C:11]2[C:6](=[CH:7][CH:8]=[CH:9][CH:10]=2)[NH:5][CH2:4][CH2:3]1.C([O-])(O)=O.[Na+].[Br:18][C:19]1[C:20]([Cl:30])=[CH:21][C:22]([F:29])=[C:23]([S:25](Cl)(=[O:27])=[O:26])[CH:24]=1, predict the reaction product. The product is: [Br:18][C:19]1[C:20]([Cl:30])=[CH:21][C:22]([F:29])=[C:23]([S:25]([N:5]2[C:6]3[C:11](=[CH:10][CH:9]=[CH:8][CH:7]=3)[C:2]([CH3:12])([CH3:1])[CH2:3][CH2:4]2)(=[O:27])=[O:26])[CH:24]=1.